From a dataset of Forward reaction prediction with 1.9M reactions from USPTO patents (1976-2016). Predict the product of the given reaction. (1) Given the reactants [Cl:1][C:2]1[CH:3]=[C:4]([NH:8][C:9]2[C:14]3[N:15]=[CH:16][N:17]([CH3:18])[C:13]=3[C:12]([C:19]([OH:21])=O)=[CH:11][N:10]=2)[CH:5]=[CH:6][CH:7]=1.[NH:22]1[CH2:26][CH2:25][CH2:24][CH2:23]1, predict the reaction product. The product is: [ClH:1].[Cl:1][C:2]1[CH:3]=[C:4]([NH:8][C:9]2[C:14]3[N:15]=[CH:16][N:17]([CH3:18])[C:13]=3[C:12]([C:19]([N:22]3[CH2:26][CH2:25][CH2:24][CH2:23]3)=[O:21])=[CH:11][N:10]=2)[CH:5]=[CH:6][CH:7]=1. (2) Given the reactants C(OC(=O)[NH:7][C@@H:8]1[CH:13]([OH:14])[C@H:12]([CH2:15][C:16]2[CH:21]=[CH:20][C:19]([N+:22]([O-:24])=[O:23])=[C:18]([F:25])[CH:17]=2)[CH2:11][S:10][CH2:9]1)(C)(C)C.[ClH:27], predict the reaction product. The product is: [ClH:27].[NH2:7][C@@H:8]1[CH:13]([OH:14])[C@H:12]([CH2:15][C:16]2[CH:21]=[CH:20][C:19]([N+:22]([O-:24])=[O:23])=[C:18]([F:25])[CH:17]=2)[CH2:11][S:10][CH2:9]1. (3) The product is: [N+:8]([C:5]1[N:6]=[CH:7][C:2]([N:12]2[CH2:15][CH:14]([OH:16])[CH2:13]2)=[CH:3][CH:4]=1)([O-:10])=[O:9]. Given the reactants Br[C:2]1[CH:3]=[CH:4][C:5]([N+:8]([O-:10])=[O:9])=[N:6][CH:7]=1.Cl.[NH:12]1[CH2:15][CH:14]([OH:16])[CH2:13]1.C(=O)([O-])[O-].[K+].[K+].C(OCC)(=O)C.C([O-])(O)=O.[Na+], predict the reaction product. (4) The product is: [NH2:22][C:6]1[CH:5]=[C:4]([CH:1]2[CH2:3][CH2:2]2)[CH:21]=[CH:20][C:7]=1[NH:8][C:9]1[CH:14]=[CH:13][CH:12]=[C:11]([C:15]2[S:16][CH:17]=[CH:18][N:19]=2)[CH:10]=1. Given the reactants [CH:1]1([C:4]2[CH:21]=[CH:20][C:7]([NH:8][C:9]3[CH:14]=[CH:13][CH:12]=[C:11]([C:15]4[S:16][CH:17]=[CH:18][N:19]=4)[CH:10]=3)=[C:6]([N+:22]([O-])=O)[CH:5]=2)[CH2:3][CH2:2]1, predict the reaction product. (5) Given the reactants [CH3:1][C:2]1[C:6]([C:7]2[CH:12]=[CH:11][C:10]([CH3:13])=[CH:9][CH:8]=2)=[C:5]([CH3:14])[O:4][N:3]=1.[Cl:15][S:16](O)(=[O:18])=[O:17].P(Cl)(Cl)(Cl)(Cl)Cl, predict the reaction product. The product is: [CH3:1][C:2]1[C:6]([C:7]2[CH:12]=[CH:11][C:10]([CH3:13])=[C:9]([S:16]([Cl:15])(=[O:18])=[O:17])[CH:8]=2)=[C:5]([CH3:14])[O:4][N:3]=1. (6) Given the reactants [Br:1][C:2]1[C:10]([F:11])=[C:9]([F:12])[C:5]([C:6]([OH:8])=[O:7])=[C:4]([F:13])[C:3]=1[F:14].[N+](=[CH2:17])=[N-], predict the reaction product. The product is: [CH3:17][O:7][C:6](=[O:8])[C:5]1[C:4]([F:13])=[C:3]([F:14])[C:2]([Br:1])=[C:10]([F:11])[C:9]=1[F:12].